From a dataset of NCI-60 drug combinations with 297,098 pairs across 59 cell lines. Regression. Given two drug SMILES strings and cell line genomic features, predict the synergy score measuring deviation from expected non-interaction effect. (1) Cell line: UO-31. Synergy scores: CSS=34.4, Synergy_ZIP=-8.24, Synergy_Bliss=-4.66, Synergy_Loewe=2.11, Synergy_HSA=2.66. Drug 2: CC1CCC2CC(C(=CC=CC=CC(CC(C(=O)C(C(C(=CC(C(=O)CC(OC(=O)C3CCCCN3C(=O)C(=O)C1(O2)O)C(C)CC4CCC(C(C4)OC)OCCO)C)C)O)OC)C)C)C)OC. Drug 1: C1=C(C(=O)NC(=O)N1)F. (2) Drug 1: C1=CC=C(C(=C1)C(C2=CC=C(C=C2)Cl)C(Cl)Cl)Cl. Drug 2: CC1C(C(CC(O1)OC2CC(CC3=C2C(=C4C(=C3O)C(=O)C5=C(C4=O)C(=CC=C5)OC)O)(C(=O)CO)O)N)O.Cl. Cell line: MDA-MB-231. Synergy scores: CSS=39.5, Synergy_ZIP=-7.08, Synergy_Bliss=-8.39, Synergy_Loewe=-5.00, Synergy_HSA=-4.08.